Dataset: Catalyst prediction with 721,799 reactions and 888 catalyst types from USPTO. Task: Predict which catalyst facilitates the given reaction. (1) Reactant: [C:1]([C:3]1[CH:4]=[C:5]([CH:8]=[CH:9][CH:10]=1)[CH2:6]Br)#[N:2].[Br:11][C:12]1[CH:13]=[CH:14][C:15]([OH:21])=[C:16]([CH:20]=1)[C:17]([OH:19])=[O:18].C(=O)([O-])[O-].[K+].[K+]. Product: [Br:11][C:12]1[CH:13]=[CH:14][C:15]([O:21][CH2:6][C:5]2[CH:8]=[CH:9][CH:10]=[C:3]([C:1]#[N:2])[CH:4]=2)=[C:16]([CH:20]=1)[C:17]([O:19][CH2:6][C:5]1[CH:8]=[CH:9][CH:10]=[C:3]([C:1]#[N:2])[CH:4]=1)=[O:18]. The catalyst class is: 21. (2) Reactant: [CH3:1][C:2]([NH:4][C:5]1[S:9][C:8]([S:10]([NH2:13])(=[O:12])=[O:11])=[N:7][N:6]=1)=[O:3].N#N.[OH-].[Na+:17]. Product: [CH3:1][C:2]([NH:4][C:5]1[S:9][C:8]([S:10]([NH-:13])(=[O:12])=[O:11])=[N:7][N:6]=1)=[O:3].[Na+:17]. The catalyst class is: 6. (3) Product: [Br:8][C:4]1[N:3]=[C:2]([N:12]2[CH2:11][CH2:10][N:9]([C:15]([O:17][C:18]([CH3:21])([CH3:20])[CH3:19])=[O:16])[CH2:14][CH2:13]2)[CH:7]=[CH:6][CH:5]=1. The catalyst class is: 9. Reactant: Br[C:2]1[CH:7]=[CH:6][CH:5]=[C:4]([Br:8])[N:3]=1.[N:9]1([C:15]([O:17][C:18]([CH3:21])([CH3:20])[CH3:19])=[O:16])[CH2:14][CH2:13][NH:12][CH2:11][CH2:10]1.C(=O)([O-])[O-].[K+].[K+].O. (4) Reactant: C([NH:8][C@@H:9]1[CH2:14][C@H:13]([C:15]2[CH:20]=[CH:19][N:18]=[CH:17][C:16]=2[N+:21]([O-])=O)[O:12][C@H:11]([CH:24]([CH3:26])[CH3:25])[C@H:10]1[OH:27])C1C=CC=CC=1.[CH3:40][C:39]([O:38][C:36](O[C:36]([O:38][C:39]([CH3:42])([CH3:41])[CH3:40])=[O:37])=[O:37])([CH3:42])[CH3:41]. Product: [NH2:21][C:16]1[CH:17]=[N:18][CH:19]=[CH:20][C:15]=1[C@@H:13]1[O:12][C@H:11]([CH:24]([CH3:26])[CH3:25])[C@@H:10]([OH:27])[C@H:9]([NH:8][C:36](=[O:37])[O:38][C:39]([CH3:40])([CH3:41])[CH3:42])[CH2:14]1.[NH2:21][C:16]1[CH:17]=[N:18][CH:19]=[CH:20][C:15]=1[C@H:13]1[O:12][C@@H:11]([CH:24]([CH3:26])[CH3:25])[C@H:10]([OH:27])[C@@H:9]([NH:8][C:36](=[O:37])[O:38][C:39]([CH3:40])([CH3:41])[CH3:42])[CH2:14]1. The catalyst class is: 563. (5) Product: [Cl:1][C:2]1[CH:10]=[CH:9][CH:8]=[C:7]2[C:3]=1[C:4]([C:17]([NH:42][CH2:43][CH:44]1[CH2:49][CH2:48][C:47]([F:51])([F:50])[CH2:46][CH2:45]1)=[O:19])=[CH:5][N:6]2[CH2:11][CH2:12][C:13]([F:14])([F:15])[F:16].[Cl:1][C:2]1[CH:10]=[CH:9][CH:8]=[C:7]2[C:3]=1[C:4]([C:17]([NH:42][CH2:43][C:44]1([OH:52])[CH2:45][CH2:46][C:47]([F:51])([F:50])[CH2:48][CH2:49]1)=[O:18])=[CH:5][N:6]2[CH2:11][CH2:12][C:13]([F:15])([F:16])[F:14]. The catalyst class is: 2. Reactant: [Cl:1][C:2]1[CH:10]=[CH:9][CH:8]=[C:7]2[C:3]=1[C:4]([C:17]([OH:19])=[O:18])=[CH:5][N:6]2[CH2:11][CH2:12][C:13]([F:16])([F:15])[F:14].CCN=C=NCCCN(C)C.C1C=CC2N(O)N=NC=2C=1.Cl.[NH2:42][CH2:43][C:44]1([OH:52])[CH2:49][CH2:48][C:47]([F:51])([F:50])[CH2:46][CH2:45]1. (6) Reactant: C(P1(=O)OP(CCC)(=O)OP(CCC)(=O)O1)CC.[Si:19]([O:26][CH2:27][CH:28]([CH2:33][N:34]1[C:42]([C:43]2[CH:48]=[CH:47][CH:46]=[C:45]([F:49])[CH:44]=2)=[C:41]2[C:36]([N:37]([CH3:53])[C:38](=[O:52])[N:39]([CH3:51])[C:40]2=[O:50])=[CH:35]1)[CH2:29][C:30](O)=[O:31])([C:22]([CH3:25])([CH3:24])[CH3:23])([CH3:21])[CH3:20].CCN(C(C)C)C(C)C.Cl.[CH3:64][NH:65][O:66][CH3:67]. Product: [Si:19]([O:26][CH2:27][CH:28]([CH2:33][N:34]1[C:42]([C:43]2[CH:48]=[CH:47][CH:46]=[C:45]([F:49])[CH:44]=2)=[C:41]2[C:36]([N:37]([CH3:53])[C:38](=[O:52])[N:39]([CH3:51])[C:40]2=[O:50])=[CH:35]1)[CH2:29][C:30]([N:65]([O:66][CH3:67])[CH3:64])=[O:31])([C:22]([CH3:24])([CH3:25])[CH3:23])([CH3:20])[CH3:21]. The catalyst class is: 39.